This data is from Full USPTO retrosynthesis dataset with 1.9M reactions from patents (1976-2016). The task is: Predict the reactants needed to synthesize the given product. (1) Given the product [F:32][C:2]1([F:1])[CH2:3][CH2:4][CH:5]([NH:8][C:9]([C:11]2[N:12]=[C:13]([C:24]3[CH:29]=[CH:28][C:27]([Cl:30])=[CH:26][C:25]=3[Cl:31])[N:14]([C:17]3[CH:18]=[CH:19][C:20]([O:23][Si:42]([C:38]([CH3:41])([CH3:40])[CH3:39])([CH3:45])[CH3:44])=[CH:21][CH:22]=3)[C:15]=2[CH3:16])=[O:10])[CH2:6][CH2:7]1, predict the reactants needed to synthesize it. The reactants are: [F:1][C:2]1([F:32])[CH2:7][CH2:6][CH:5]([NH:8][C:9]([C:11]2[N:12]=[C:13]([C:24]3[CH:29]=[CH:28][C:27]([Cl:30])=[CH:26][C:25]=3[Cl:31])[N:14]([C:17]3[CH:22]=[CH:21][C:20]([OH:23])=[CH:19][CH:18]=3)[C:15]=2[CH3:16])=[O:10])[CH2:4][CH2:3]1.N1C=CN=C1.[C:38]([Si:42]([CH3:45])([CH3:44])Cl)([CH3:41])([CH3:40])[CH3:39]. (2) Given the product [CH3:36][C:37]([CH3:41])([CH3:40])[C:38]#[C:39][CH:30]([N:5]1[CH2:6][CH2:7][C:2]([F:1])([F:23])[CH:3]([CH2:18][C:19]([O:21][CH3:22])=[O:20])[CH:4]1[C:8]1[CH:13]=[CH:12][C:11]([C:14]([F:17])([F:16])[F:15])=[CH:10][CH:9]=1)[C:29]1[CH:32]=[CH:33][C:26]([C:25]([F:35])([F:34])[F:24])=[CH:27][CH:28]=1, predict the reactants needed to synthesize it. The reactants are: [F:1][C:2]1([F:23])[CH2:7][CH2:6][NH:5][CH:4]([C:8]2[CH:13]=[CH:12][C:11]([C:14]([F:17])([F:16])[F:15])=[CH:10][CH:9]=2)[CH:3]1[CH2:18][C:19]([O:21][CH3:22])=[O:20].[F:24][C:25]([F:35])([F:34])[C:26]1[CH:33]=[CH:32][C:29]([CH:30]=O)=[CH:28][CH:27]=1.[CH3:36][C:37]([CH3:41])([CH3:40])[C:38]#[CH:39].